Dataset: Catalyst prediction with 721,799 reactions and 888 catalyst types from USPTO. Task: Predict which catalyst facilitates the given reaction. (1) Reactant: [CH2:1]([N:12]([CH2:24][C:25]([OH:27])=[O:26])[CH2:13][CH2:14][N:15]([CH2:20][C:21]([OH:23])=O)[CH2:16][C:17]([OH:19])=[O:18])[CH2:2][N:3]([CH2:8][C:9]([OH:11])=[O:10])[CH2:4][C:5]([OH:7])=O.C(OC(=O)C)(=O)C. Product: [CH2:20]1[N:15]([CH2:14][CH2:13][N:12]([CH2:24][C:25]([OH:27])=[O:26])[CH2:1][CH2:2][N:3]2[CH2:8][C:9](=[O:10])[O:11][C:5](=[O:7])[CH2:4]2)[CH2:16][C:17](=[O:19])[O:18][C:21]1=[O:23]. The catalyst class is: 17. (2) The catalyst class is: 15. Product: [Br:1][CH2:42][C:41]([C:36]1[CH:35]=[CH:34][C:33]2[C:38](=[CH:39][CH:40]=[C:31]([C:28]3[CH:27]=[CH:26][C:25]([C:22](=[O:24])[CH2:23][Br:2])=[CH:30][CH:29]=3)[CH:32]=2)[N:37]=1)=[O:43]. Reactant: [Br-:1].[Br-:2].[Br-].[NH+]1C=CC=CC=1.[NH+]1C=CC=CC=1.[NH+]1C=CC=CC=1.[C:22]([C:25]1[CH:30]=[CH:29][C:28]([C:31]2[CH:32]=[C:33]3[C:38](=[CH:39][CH:40]=2)[N:37]=[C:36]([C:41](=[O:43])[CH3:42])[CH:35]=[CH:34]3)=[CH:27][CH:26]=1)(=[O:24])[CH3:23].Br. (3) Reactant: C([O:5][C:6]1[CH2:12][CH:11]=[C:10]([C:13]2[CH:18]=[CH:17][CH:16]=[CH:15][CH:14]=2)[CH:9]=[CH:8][N:7]=1)CCC.O. Product: [C:13]1([C:10]2[CH:9]=[CH:8][NH:7][C:6](=[O:5])[CH2:12][CH:11]=2)[CH:14]=[CH:15][CH:16]=[CH:17][CH:18]=1. The catalyst class is: 8. (4) The catalyst class is: 17. Product: [CH3:19][C:20]1[CH:25]=[CH:24][C:23]([S:26]([O:11][CH2:10][CH2:9][CH:8]([C:12]2[CH:13]=[CH:14][C:15]([F:18])=[CH:16][CH:17]=2)[C:5]2[CH:6]=[CH:7][C:2]([F:1])=[CH:3][CH:4]=2)(=[O:28])=[O:27])=[CH:22][CH:21]=1. Reactant: [F:1][C:2]1[CH:7]=[CH:6][C:5]([CH:8]([C:12]2[CH:17]=[CH:16][C:15]([F:18])=[CH:14][CH:13]=2)[CH2:9][CH2:10][OH:11])=[CH:4][CH:3]=1.[CH3:19][C:20]1[CH:25]=[CH:24][C:23]([S:26](Cl)(=[O:28])=[O:27])=[CH:22][CH:21]=1. (5) Reactant: [C:1](#[N+:8][O-:9])[C:2]1[CH:7]=[CH:6][CH:5]=[CH:4][CH:3]=1.C1C=CC=CC=1.[CH3:16][C:17]([N:25]1[CH2:29][CH2:28][CH2:27][CH2:26]1)=[CH:18][C:19]1[CH:24]=[CH:23][CH:22]=[CH:21][CH:20]=1. Product: [C:2]1([C:1]2[CH:18]([C:19]3[CH:24]=[CH:23][CH:22]=[CH:21][CH:20]=3)[C:17]([CH3:16])([N:25]3[CH2:29][CH2:28][CH2:27][CH2:26]3)[O:9][N:8]=2)[CH:7]=[CH:6][CH:5]=[CH:4][CH:3]=1. The catalyst class is: 6. (6) Reactant: [Cl:1][C:2]1[CH:7]=[C:6]([C:8]2[N:12]=[C:11]([C:13]3[N:14]=[C:15]4[C:20]([Cl:21])=[CH:19][C:18]([C:22]([F:25])([F:24])[F:23])=[CH:17][N:16]4[CH:26]=3)[O:10][N:9]=2)[C:5]([Cl:27])=[CH:4][C:3]=1[O:28][CH2:29][CH:30]([OH:35])[C:31]([F:34])([F:33])[F:32].CC(OI1(OC(C)=O)(OC(C)=O)OC(=O)C2C=CC=CC1=2)=O. Product: [Cl:1][C:2]1[CH:7]=[C:6]([C:8]2[N:12]=[C:11]([C:13]3[N:14]=[C:15]4[C:20]([Cl:21])=[CH:19][C:18]([C:22]([F:25])([F:24])[F:23])=[CH:17][N:16]4[CH:26]=3)[O:10][N:9]=2)[C:5]([Cl:27])=[CH:4][C:3]=1[O:28][CH2:29][C:30](=[O:35])[C:31]([F:33])([F:32])[F:34]. The catalyst class is: 1. (7) Reactant: [Si:1]([O:8][CH2:9][C:10]1[CH:18]=[CH:17][CH:16]=[C:15]2[C:11]=1[CH:12]=[CH:13][NH:14]2)([C:4]([CH3:7])([CH3:6])[CH3:5])([CH3:3])[CH3:2].N1C=CC=CC=1.[Cl:25][CH:26]([C:30]1[CH:35]=[CH:34][CH:33]=[CH:32][CH:31]=1)[C:27](Cl)=[O:28].O. Product: [Si:1]([O:8][CH2:9][C:10]1[CH:18]=[CH:17][CH:16]=[C:15]2[C:11]=1[C:12]([C:27](=[O:28])[CH:26]([Cl:25])[C:30]1[CH:35]=[CH:34][CH:33]=[CH:32][CH:31]=1)=[CH:13][NH:14]2)([C:4]([CH3:7])([CH3:6])[CH3:5])([CH3:3])[CH3:2].[Cl:25][CH:26]([C:30]1[CH:35]=[CH:34][CH:33]=[CH:32][CH:31]=1)[C:27]([C:12]1[C:11]2[C:15](=[CH:16][CH:17]=[CH:18][C:10]=2[CH2:9][OH:8])[NH:14][CH:13]=1)=[O:28]. The catalyst class is: 224. (8) Reactant: [C:1]([C:9]1[CH:14]=[CH:13][CH:12]=[CH:11][CH:10]=1)(=O)[C:2]1[CH:7]=[CH:6][CH:5]=[CH:4][CH:3]=1.O.[NH2:16][NH2:17]. Product: [C:1](=[N:16][NH2:17])([C:9]1[CH:14]=[CH:13][CH:12]=[CH:11][CH:10]=1)[C:2]1[CH:7]=[CH:6][CH:5]=[CH:4][CH:3]=1. The catalyst class is: 8. (9) Reactant: [F:1][C:2]1[CH:7]=[C:6]([F:8])[CH:5]=[CH:4][C:3]=1[C:9]([O:22][Si](C)(C)C)([CH2:16][N:17]1[CH:21]=[N:20][CH:19]=[N:18]1)[CH2:10][N:11]1[CH:15]=[N:14][CH:13]=[N:12]1.CO.Cl. Product: [OH2:22].[F:1][C:2]1[CH:7]=[C:6]([F:8])[CH:5]=[CH:4][C:3]=1[C:9]([OH:22])([CH2:16][N:17]1[CH:21]=[N:20][CH:19]=[N:18]1)[CH2:10][N:11]1[CH:15]=[N:14][CH:13]=[N:12]1. The catalyst class is: 6.